From a dataset of Reaction yield outcomes from USPTO patents with 853,638 reactions. Predict the reaction yield, written as a fraction of the theoretical maximum amount of product (1.0 means a 100% yield; for example, 0.34 means a 34% yield). (1) The reactants are [S:1]1[CH:5]=[CH:4][C:3]2[CH:6]=[C:7]3[C:18]([C:2]1=2)=[CH:17][C:10]1=[CH:11][C:12]2[CH:16]=[CH:15][S:14][C:13]=2[C:9]1=[CH:8]3.[CH2:19]([CH:25]([CH2:28][CH2:29][CH2:30][CH2:31][CH2:32][CH2:33][CH2:34][CH3:35])[CH:26]=O)[CH2:20][CH2:21][CH2:22][CH2:23][CH3:24].[CH3:36][C:37]([CH3:40])([O-])[CH3:38].[K+].[C:42](O)(=O)[CH3:43]. The catalyst is O1CCCC1.CO. The product is [CH2:19]([CH:25]([CH2:28][CH2:29][CH2:30][CH2:31][CH2:32][CH2:33][CH2:34][CH3:35])[CH:26]=[C:11]1[C:12]2[CH:16]=[CH:15][S:14][C:13]=2[C:9]2[C:10]1=[CH:17][C:18]1[C:2]3[S:1][CH:5]=[CH:4][C:3]=3[C:6](=[CH:36][CH:37]([CH2:40][CH2:10][CH2:9][CH2:13][CH2:42][CH3:43])[CH2:38][CH2:17][CH2:18][CH2:2][CH2:3][CH2:6][CH2:7][CH3:8])[C:7]=1[CH:8]=2)[CH2:20][CH2:21][CH2:22][CH2:23][CH3:24]. The yield is 0.970. (2) The reactants are BrCCBr.C[Si](Cl)(C)C.[CH3:10][O:11][C:12](=[O:22])/[C:13](/I)=[CH:14]\[CH:15]1[CH2:20][CH2:19][CH2:18][CH2:17][CH2:16]1.C1(P(C2C=CC=CC=2)C2C=CC=CC=2)C=CC=CC=1.[Cl:42][C:43]1[CH:48]=[C:47](I)[CH:46]=[CH:45][C:44]=1[N:50]1[C:54]([C:55]([F:58])([F:57])[F:56])=[N:53][N:52]=[N:51]1.[Cl-].[NH4+]. The catalyst is O1CCCC1.[Zn].C1C=CC(/C=C/C(/C=C/C2C=CC=CC=2)=O)=CC=1.C1C=CC(/C=C/C(/C=C/C2C=CC=CC=2)=O)=CC=1.[Pd]. The product is [CH3:10][O:11][C:12](=[O:22])/[C:13](/[C:47]1[CH:46]=[CH:45][C:44]([N:50]2[C:54]([C:55]([F:56])([F:57])[F:58])=[N:53][N:52]=[N:51]2)=[C:43]([Cl:42])[CH:48]=1)=[CH:14]/[CH:15]1[CH2:20][CH2:19][CH2:18][CH2:17][CH2:16]1. The yield is 0.730. (3) The reactants are ClC1C=[C:4]([CH:41]=[CH:42][C:43]=1F)[C:5]1[C:10]([C:11]2[CH:20]=[CH:19][C:18]3[C:13](=[CH:14][CH:15]=[C:16]([C:21]4[N:25]([CH:26]5[CH2:31][CH2:30][CH2:29][CH2:28][CH2:27]5)[C:24]5[CH:32]=[CH:33][C:34]([C:36]([OH:38])=[O:37])=[CH:35][C:23]=5[N:22]=4)[CH:17]=3)[N:12]=2)=[CH:9][C:8]([O:39][CH3:40])=[CH:7][CH:6]=1.C[O:46]C(C1C=CC2N(C3CCCCC3)C(C3C=C4C(=CC=3)N=C(C3C=C(OC)C=CC=3Br)C=C4)=NC=2C=1)=O.O1C=CC=C1B(O)O. The product is [CH:26]1([N:25]2[C:24]3[CH:32]=[CH:33][C:34]([C:36]([OH:38])=[O:37])=[CH:35][C:23]=3[N:22]=[C:21]2[C:16]2[CH:17]=[C:18]3[C:13](=[CH:14][CH:15]=2)[N:12]=[C:11]([C:10]2[CH:9]=[C:8]([O:39][CH3:40])[CH:7]=[CH:6][C:5]=2[C:4]2[O:46][CH:43]=[CH:42][CH:41]=2)[CH:20]=[CH:19]3)[CH2:27][CH2:28][CH2:29][CH2:30][CH2:31]1. The yield is 0.0500. No catalyst specified. (4) The reactants are Br[C:2]1[CH:3]=[C:4]2[C:9](=[CH:10][CH:11]=1)[N:8]=[C:7]([C:12]1[CH:17]=[CH:16][C:15]([C:18]3[NH:22][C:21]([C@@H:23]4[CH2:35][N:33]5[C:34]6[CH:26]([C@@H:27]([NH:36][C:37](=[O:40])[O:38][CH3:39])[CH2:28][CH2:29][C:30]=6[CH:31]=[CH:32]5)[C:25](=[O:41])[CH2:24]4)=[N:20][CH:19]=3)=[CH:14][CH:13]=1)[CH:6]=[N:5]2.[B:51]1([B:51]2[O:55][C:54]([CH3:57])([CH3:56])[C:53]([CH3:59])([CH3:58])[O:52]2)[O:55][C:54]([CH3:57])([CH3:56])[C:53]([CH3:59])([CH3:58])[O:52]1.C([O-])(=O)C.[K+]. The catalyst is O1CCOCC1.C1C=CC(P(C2C=CC=CC=2)[C-]2C=CC=C2)=CC=1.C1C=CC(P(C2C=CC=CC=2)[C-]2C=CC=C2)=CC=1.Cl[Pd]Cl.[Fe+2]. The product is [O:41]=[C:25]1[CH:26]2[C:34]3[N:33]([CH:32]=[CH:31][C:30]=3[CH2:29][CH2:28][C@@H:27]2[NH:36][C:37](=[O:40])[O:38][CH3:39])[CH2:35][C@@H:23]([C:21]2[NH:22][C:18]([C:15]3[CH:14]=[CH:13][C:12]([C:7]4[CH:6]=[N:5][C:4]5[C:9](=[CH:10][CH:11]=[C:2]([B:51]6[O:52][C:53]([CH3:58])([CH3:59])[C:54]([CH3:56])([CH3:57])[O:55]6)[CH:3]=5)[N:8]=4)=[CH:17][CH:16]=3)=[CH:19][N:20]=2)[CH2:24]1. The yield is 1.00. (5) The reactants are [C:1]([O:6][C@@H:7]1[C@@H:15]([CH2:16][C:17]2[CH:22]=[CH:21][CH:20]=[CH:19][CH:18]=2)[C:14](=[O:23])[O:13][CH2:12][C@H:11]([NH:24][C:25](=[O:35])C2C(O)=C(OC)C=CN=2)[C:10](=[O:36])[O:9][C@H:8]1[CH3:37])(=[O:5])[CH:2]([CH3:4])[CH3:3].C(OC([O:40][C:41]([CH3:44])([CH3:43])[CH3:42])=O)([O:40][C:41]([CH3:44])([CH3:43])[CH3:42])=O.C(N(CC)CCN)C. The catalyst is CN(C1C=CN=CC=1)C.CC#N. The product is [C:1]([O:6][C@@H:7]1[C@@H:15]([CH2:16][C:17]2[CH:18]=[CH:19][CH:20]=[CH:21][CH:22]=2)[C:14](=[O:23])[O:13][CH2:12][C@H:11]([NH:24][C:25]([O:40][C:41]([CH3:44])([CH3:43])[CH3:42])=[O:35])[C:10](=[O:36])[O:9][C@H:8]1[CH3:37])(=[O:5])[CH:2]([CH3:4])[CH3:3]. The yield is 0.270. (6) The reactants are [Br:1][C:2]1[CH:3]=[C:4]([C:10]2[N:11]=[C:12]([C:15]([OH:17])=O)[S:13][CH:14]=2)[CH:5]=[C:6]([Br:9])[C:7]=1[OH:8].ON1C2C=CC=CC=2N=N1.C(N(C(C)C)CC)(C)C.[CH2:37]([CH:44]1[CH2:49][CH2:48][NH:47][CH2:46][CH2:45]1)[C:38]1[CH:43]=[CH:42][CH:41]=[CH:40][CH:39]=1. The catalyst is CN(C=O)C.C(OCC)(=O)C.Cl. The product is [CH2:37]([CH:44]1[CH2:49][CH2:48][N:47]([C:15]([C:12]2[S:13][CH:14]=[C:10]([C:4]3[CH:5]=[C:6]([Br:9])[C:7]([OH:8])=[C:2]([Br:1])[CH:3]=3)[N:11]=2)=[O:17])[CH2:46][CH2:45]1)[C:38]1[CH:43]=[CH:42][CH:41]=[CH:40][CH:39]=1. The yield is 0.340. (7) The reactants are F[C:2]1[CH:3]=[C:4]([C:11]2[S:15][C:14]([N:16]([C:38]([O:40][C:41]([CH3:44])([CH3:43])[CH3:42])=[O:39])[CH2:17][C@@H:18]([NH:30][C:31](=[O:37])[O:32][C:33]([CH3:36])([CH3:35])[CH3:34])[CH2:19][C:20]3[CH:25]=[CH:24][C:23]([C:26]([F:29])([F:28])[F:27])=[CH:22][CH:21]=3)=[N:13][N:12]=2)[CH:5]=[CH:6][C:7]=1[N+:8]([O-:10])=[O:9].C(=O)([O-])[O-:46].[Cs+].[Cs+].C(O)(=O)C. The catalyst is CN(C=O)C. The product is [OH:46][C:2]1[CH:3]=[C:4]([C:11]2[S:15][C:14]([N:16]([C:38]([O:40][C:41]([CH3:43])([CH3:42])[CH3:44])=[O:39])[CH2:17][C@@H:18]([NH:30][C:31](=[O:37])[O:32][C:33]([CH3:36])([CH3:34])[CH3:35])[CH2:19][C:20]3[CH:21]=[CH:22][C:23]([C:26]([F:28])([F:29])[F:27])=[CH:24][CH:25]=3)=[N:13][N:12]=2)[CH:5]=[CH:6][C:7]=1[N+:8]([O-:10])=[O:9]. The yield is 0.790. (8) The reactants are [CH3:1][C:2]1[CH:10]=[C:9]([Br:11])[CH:8]=[CH:7][C:3]=1[C:4]([OH:6])=[O:5].[CH3:12][C:13]([CH3:17])([CH3:16])[CH2:14]O.N1C=CC=CC=1. The catalyst is O=S(Cl)Cl. The product is [CH3:1][C:2]1[CH:10]=[C:9]([Br:11])[CH:8]=[CH:7][C:3]=1[C:4]([O:6][CH2:12][C:13]([CH3:17])([CH3:16])[CH3:14])=[O:5]. The yield is 0.680.